From a dataset of Human Reference Interactome with 51,813 positive PPI pairs across 8,248 proteins, plus equal number of experimentally-validated negative pairs. Binary Classification. Given two protein amino acid sequences, predict whether they physically interact or not. Protein 1 (ENSG00000111424) has sequence MEAMAASTSLPDPGDFDRNVPRICGVCGDRATGFHFNAMTCEGCKGFFRRSMKRKALFTCPFNGDCRITKDNRRHCQACRLKRCVDIGMMKEFILTDEEVQRKREMILKRKEEEALKDSLRPKLSEEQQRIIAILLDAHHKTYDPTYSDFCQFRPPVRVNDGGGSHPSRPNSRHTPSFSGDSSSSCSDHCITSSDMMDSSSFSNLDLSEEDSDDPSVTLELSQLSMLPHLADLVSYSIQKVIGFAKMIPGFRDLTSEDQIVLLKSSAIEVIMLRSNESFTMDDMSWTCGNQDYKYRVSDV.... Protein 2 (ENSG00000136643) has sequence MTSYRERSADLARFYTVTEPQRHPRGYTVYKVTARVVSRRNPEDVQEIIVWKRYSDFKKLHKELWQIHKNLFRHSELFPPFAKGIVFGRFDETVIEERRQCAEDLLQFSANIPALYNSKQLEDFFKGGIINDSSELIGPAEAHSDSLIDTFPECSTEGFSSDSDLVSLTVDVDSLAELDDGMASNQNSPIRTFGLNLSSDSSALGAVASDSEQSKTEEERESRSLFPGSLKPKLGKRDYLEKAGELIKLALKKEEEDDYEAASDFYRKGVDLLLEGVQGESSPTRREAVKRRTAEYLMRA.... Result: 1 (the proteins interact).